Dataset: Forward reaction prediction with 1.9M reactions from USPTO patents (1976-2016). Task: Predict the product of the given reaction. (1) The product is: [Br:1][C:2]1[CH:3]=[C:4]([CH:7]([OH:8])[CH2:9][C:10]#[N:11])[S:5][CH:6]=1. Given the reactants [Br:1][C:2]1[CH:3]=[C:4]([CH:7]=[O:8])[S:5][CH:6]=1.[CH3:9][C:10]#[N:11], predict the reaction product. (2) Given the reactants [CH:1]1[CH2:5][CH:4]=[CH:3][CH:2]=1.[Cl-].[NH4+:7].[CH2:8]=O.C([O-])([O-])=O.[Na+].[Na+].Cl[C:17]([O:19][CH2:20][C:21]1[CH:26]=[CH:25][CH:24]=[CH:23][CH:22]=1)=[O:18], predict the reaction product. The product is: [CH:2]12[CH2:1][CH:5]([CH:4]=[CH:3]1)[CH2:8][N:7]2[C:17]([O:19][CH2:20][C:21]1[CH:26]=[CH:25][CH:24]=[CH:23][CH:22]=1)=[O:18]. (3) Given the reactants [Br:1][C:2]1[C:10]2[C:5](=[N:6][CH:7]=[CH:8][CH:9]=2)[NH:4][CH:3]=1.[H-].[Na+].[C:13]1([S:19](Cl)(=[O:21])=[O:20])[CH:18]=[CH:17][CH:16]=[CH:15][CH:14]=1, predict the reaction product. The product is: [Br:1][C:2]1[C:10]2[C:5](=[N:6][CH:7]=[CH:8][CH:9]=2)[N:4]([S:19]([C:13]2[CH:18]=[CH:17][CH:16]=[CH:15][CH:14]=2)(=[O:21])=[O:20])[CH:3]=1. (4) Given the reactants [CH3:1][O:2][C:3]1[C:12]([CH2:13][CH2:14][N:15]2[CH2:20][CH2:19][CH:18]([N:21]3[C:29]4[C:24](=[CH:25][CH:26]=[C:27]([C:30]([NH2:32])=[O:31])[CH:28]=4)[CH:23]=[CH:22]3)[CH2:17][CH2:16]2)=[C:11]2[C:6]([C:7](=[O:33])[CH:8]=[CH:9][O:10]2)=[CH:5][CH:4]=1, predict the reaction product. The product is: [CH3:1][O:2][C:3]1[C:12]([CH2:13][CH2:14][N:15]2[CH2:16][CH2:17][CH:18]([N:21]3[C:29]4[C:24](=[CH:25][CH:26]=[C:27]([C:30]([NH2:32])=[O:31])[CH:28]=4)[CH:23]=[CH:22]3)[CH2:19][CH2:20]2)=[C:11]2[C:6]([C:7](=[O:33])[CH2:8][CH2:9][O:10]2)=[CH:5][CH:4]=1. (5) The product is: [CH:24]1([N:15]2[C:16](=[O:23])[C:17]3[C:22](=[CH:21][CH:20]=[CH:19][CH:18]=3)[N:13]([CH2:12][C:10]3[N:9]([CH2:28][CH2:29][CH:30]([CH3:32])[CH3:31])[C:8]4[CH:33]=[CH:34][C:5]([C:3]([OH:4])=[O:2])=[CH:6][C:7]=4[N:11]=3)[C:14]2=[O:27])[CH2:26][CH2:25]1. Given the reactants C[O:2][C:3]([C:5]1[CH:34]=[CH:33][C:8]2[N:9]([CH2:28][CH2:29][CH:30]([CH3:32])[CH3:31])[C:10]([CH2:12][N:13]3[C:22]4[C:17](=[CH:18][CH:19]=[CH:20][CH:21]=4)[C:16](=[O:23])[N:15]([CH:24]4[CH2:26][CH2:25]4)[C:14]3=[O:27])=[N:11][C:7]=2[CH:6]=1)=[O:4].[OH-].[Na+].Cl, predict the reaction product. (6) Given the reactants [CH2:1]([O:8][C:9]1[CH:30]=[CH:29][C:12]2[CH:13]=[C:14]([C:16]([C:21]3[CH:26]=[CH:25][C:24]([OH:27])=[C:23]([CH3:28])[CH:22]=3)([CH2:19][CH3:20])[CH2:17][CH3:18])[O:15][C:11]=2[CH:10]=1)[C:2]1[CH:7]=[CH:6][CH:5]=[CH:4][CH:3]=1.Br[CH2:32][C:33](=[O:38])[C:34]([CH3:37])([CH3:36])[CH3:35].C([O-])([O-])=O.[K+].[K+], predict the reaction product. The product is: [CH2:1]([O:8][C:9]1[CH:30]=[CH:29][C:12]2[CH:13]=[C:14]([C:16]([C:21]3[CH:26]=[CH:25][C:24]([O:27][CH2:32][C:33](=[O:38])[C:34]([CH3:37])([CH3:36])[CH3:35])=[C:23]([CH3:28])[CH:22]=3)([CH2:19][CH3:20])[CH2:17][CH3:18])[O:15][C:11]=2[CH:10]=1)[C:2]1[CH:3]=[CH:4][CH:5]=[CH:6][CH:7]=1. (7) Given the reactants [N:1]([C:4]1[S:8][C:7]2[CH2:9][CH2:10][CH2:11][CH2:12][CH2:13][C:6]=2[C:5]=1[C:14]1[O:18][N:17]=[C:16]([CH3:19])[N:15]=1)=[C:2]=[O:3].[NH:20]1[CH2:27][CH2:26][CH2:25][C@@H:21]1[C:22]([OH:24])=[O:23], predict the reaction product. The product is: [CH3:19][C:16]1[N:15]=[C:14]([C:5]2[C:6]3[CH2:13][CH2:12][CH2:11][CH2:10][CH2:9][C:7]=3[S:8][C:4]=2[NH:1][C:2]([N:20]2[CH2:27][CH2:26][CH2:25][C@@H:21]2[C:22]([OH:24])=[O:23])=[O:3])[O:18][N:17]=1. (8) Given the reactants [C:1]([CH:3]([CH:7]1[C:11]([Cl:12])=[C:10](Cl)C(=O)O1)[C:4]([NH2:6])=[O:5])#[N:2].Cl.[F:16][C:17]1[CH:25]=[C:24]2[C:20]([CH2:21][CH2:22][CH:23]2[NH2:26])=[CH:19][CH:18]=1, predict the reaction product. The product is: [ClH:12].[Cl:12][C:11]1[CH:7]=[C:3]([C:4]([NH2:6])=[O:5])[C:1](=[NH:2])[N:26]([CH:23]2[C:24]3[C:20](=[CH:19][CH:18]=[C:17]([F:16])[CH:25]=3)[CH2:21][CH2:22]2)[CH:10]=1. (9) Given the reactants Br[C:2]1[CH:11]=[C:10]2[C:5]([CH:6]([C:13]3[CH:18]=[CH:17][C:16]([Cl:19])=[C:15]([Cl:20])[CH:14]=3)[CH2:7][N:8]([CH3:12])[CH2:9]2)=[CH:4][CH:3]=1.BrCC(C1C=CC(Cl)=C(Cl)C=1)=O.BrC1C=C(CNC)C=CC=1.[N:43]1[CH:48]=[CH:47][CH:46]=[CH:45][C:44]=1[OH:49].CN(C)CCN.P([O-])([O-])([O-])=O.[K+].[K+].[K+], predict the reaction product. The product is: [Cl:20][C:15]1[CH:14]=[C:13]([CH:6]2[C:5]3[C:10](=[CH:11][C:2]([N:43]4[CH:48]=[CH:47][CH:46]=[CH:45][C:44]4=[O:49])=[CH:3][CH:4]=3)[CH2:9][N:8]([CH3:12])[CH2:7]2)[CH:18]=[CH:17][C:16]=1[Cl:19]. (10) Given the reactants [C:1]([O:5][C:6](=[O:15])[NH:7][CH:8]1[CH2:13][CH2:12][CH:11]([OH:14])[CH2:10][CH2:9]1)([CH3:4])([CH3:3])[CH3:2].C[N+]1([O-])CCOCC1, predict the reaction product. The product is: [C:1]([O:5][C:6](=[O:15])[NH:7][CH:8]1[CH2:13][CH2:12][C:11](=[O:14])[CH2:10][CH2:9]1)([CH3:4])([CH3:2])[CH3:3].